From a dataset of Forward reaction prediction with 1.9M reactions from USPTO patents (1976-2016). Predict the product of the given reaction. Given the reactants [CH3:1][C:2]1[N:6]([CH2:7][C:8]([N:10]2[CH2:15][CH2:14][CH:13]([C:16]3[S:17][CH:18]=[C:19]([CH:21]=O)[N:20]=3)[CH2:12][CH2:11]2)=[O:9])[N:5]=[C:4]([C:23]([F:26])([F:25])[F:24])[CH:3]=1.[C:27](=O)([O-])[O-].[K+].[K+].[N+](=C(P(=O)(OC)OC)C(=O)C)=[N-], predict the reaction product. The product is: [C:21]([C:19]1[N:20]=[C:16]([CH:13]2[CH2:12][CH2:11][N:10]([C:8](=[O:9])[CH2:7][N:6]3[C:2]([CH3:1])=[CH:3][C:4]([C:23]([F:26])([F:24])[F:25])=[N:5]3)[CH2:15][CH2:14]2)[S:17][CH:18]=1)#[CH:27].